This data is from Catalyst prediction with 721,799 reactions and 888 catalyst types from USPTO. The task is: Predict which catalyst facilitates the given reaction. (1) Reactant: [OH-].[CH2:2]([N+:6]([CH2:15][CH2:16][CH2:17][CH3:18])([CH2:11][CH2:12][CH2:13][CH3:14])[CH2:7][CH2:8][CH2:9][CH3:10])[CH2:3][CH2:4][CH3:5].[P:19]([O-:27])([O:24][CH2:25][CH3:26])([O:21][CH2:22][CH3:23])=[O:20]. Product: [CH2:22]([O:21][P:19]([O-:27])([O:24][CH2:25][CH3:26])=[O:20])[CH3:23].[CH2:15]([N+:6]([CH2:2][CH2:3][CH2:4][CH3:5])([CH2:7][CH2:8][CH2:9][CH3:10])[CH2:11][CH2:12][CH2:13][CH3:14])[CH2:16][CH2:17][CH3:18]. The catalyst class is: 283. (2) Reactant: Br.Br[CH2:3][C:4]1[CH:5]=[N:6][CH:7]=[CH:8][CH:9]=1.[OH:10][C:11]1[CH:12]=[CH:13][CH:14]=[C:15]2[C:19]=1[C:18](=[O:20])[N:17]([CH2:21][CH2:22][C:23]1[CH:32]=[CH:31][C:30]3[C:25](=[CH:26][CH:27]=[CH:28][CH:29]=3)[N:24]=1)[CH2:16]2.C(=O)([O-])[O-].[Cs+].[Cs+].C([O-])([O-])=O.[K+].[K+]. Product: [N:6]1[CH:7]=[CH:8][CH:9]=[C:4]([CH2:3][O:10][C:11]2[CH:12]=[CH:13][CH:14]=[C:15]3[C:19]=2[C:18](=[O:20])[N:17]([CH2:21][CH2:22][C:23]2[CH:32]=[CH:31][C:30]4[C:25](=[CH:26][CH:27]=[CH:28][CH:29]=4)[N:24]=2)[CH2:16]3)[CH:5]=1. The catalyst class is: 3.